Task: Predict the reaction yield, written as a fraction of the theoretical maximum amount of product (1.0 means a 100% yield; for example, 0.34 means a 34% yield).. Dataset: Reaction yield outcomes from USPTO patents with 853,638 reactions (1) The reactants are C(C1CCC(C)CC1[O:11][C:12]([CH:14]1[CH2:18][CH:17]([CH2:19][CH:20]2[CH2:25][CH2:24][CH2:23][CH2:22][CH2:21]2)[CH2:16][N:15]1C(OC(C)(C)C)=O)=[O:13])(C)C.[ClH:33]. The catalyst is C1(C)C=CC=CC=1. The product is [ClH:33].[CH:20]1([CH2:19][C@@H:17]2[CH2:16][NH:15][C@H:14]([C:12]([OH:13])=[O:11])[CH2:18]2)[CH2:21][CH2:22][CH2:23][CH2:24][CH2:25]1. The yield is 0.480. (2) The reactants are [O:1]1[C:5]2[CH:6]=[CH:7][CH:8]=[CH:9][C:4]=2[N:3]=[CH:2]1.I[C:11]1[CH:16]=[CH:15][CH:14]=[CH:13][CH:12]=1.CC([O-])(C)C.[K+].CN(C=O)C. The catalyst is [Cu]I.C(OCC)(=O)C. The product is [C:11]1([C:2]2[O:1][C:5]3[CH:6]=[CH:7][CH:8]=[CH:9][C:4]=3[N:3]=2)[CH:16]=[CH:15][CH:14]=[CH:13][CH:12]=1. The yield is 0.610.